This data is from HIV replication inhibition screening data with 41,000+ compounds from the AIDS Antiviral Screen. The task is: Binary Classification. Given a drug SMILES string, predict its activity (active/inactive) in a high-throughput screening assay against a specified biological target. (1) The compound is CCOC(=O)CC(=O)NC1CC2CCC1(C)C2(C)C. The result is 0 (inactive). (2) The compound is C=CC1(c2ccc3ccccc3c2)OCC(CC)O1. The result is 0 (inactive).